Dataset: Full USPTO retrosynthesis dataset with 1.9M reactions from patents (1976-2016). Task: Predict the reactants needed to synthesize the given product. (1) Given the product [OH:31][C:27]1[CH:28]=[CH:9][CH:10]=[CH:11][C:12]=1[O:13][CH:14]1[CH2:19][CH2:18][N:17]([C:20]([O:22][C:23]([CH3:26])([CH3:25])[CH3:24])=[O:21])[CH2:16][CH2:15]1, predict the reactants needed to synthesize it. The reactants are: C(O[C:9]1[CH:28]=[CH:27][C:12]([O:13][CH:14]2[CH2:19][CH2:18][N:17]([C:20]([O:22][C:23]([CH3:26])([CH3:25])[CH3:24])=[O:21])[CH2:16][CH2:15]2)=[CH:11][CH:10]=1)C1C=CC=CC=1.C([OH:31])C. (2) Given the product [N:34]1([C:8]2[CH:9]=[N:10][C:11]3[C:6]([CH:7]=2)=[CH:5][C:4]([C:16]2[N:17]=[N:18][C:19]([N:22]([CH3:33])[CH:23]4[CH2:28][C:27]([CH3:30])([CH3:29])[NH:26][C:25]([CH3:31])([CH3:32])[CH2:24]4)=[CH:20][CH:21]=2)=[C:3]([O:2][CH3:1])[CH:12]=3)[CH:38]=[CH:37][N:36]=[CH:35]1, predict the reactants needed to synthesize it. The reactants are: [CH3:1][O:2][C:3]1[CH:12]=[C:11]2[C:6]([CH:7]=[C:8](B(O)O)[CH:9]=[N:10]2)=[CH:5][C:4]=1[C:16]1[N:17]=[N:18][C:19]([N:22]([CH3:33])[CH:23]2[CH2:28][C:27]([CH3:30])([CH3:29])[NH:26][C:25]([CH3:32])([CH3:31])[CH2:24]2)=[CH:20][CH:21]=1.[NH:34]1[CH:38]=[CH:37][N:36]=[CH:35]1.CN(C)CCN(C)C.[OH-].[NH4+]. (3) Given the product [ClH:66].[O:65]=[C:15]1[CH:14]2[C:13]3[N:12]([CH:11]=[CH:10][C:9]=3[CH2:8][CH2:7][C@@H:6]2[NH:5][C:3](=[O:4])[O:2][CH3:1])[CH2:18][C@@H:17]([C:19]2[NH:20][C:21]([C:24]3[CH:25]=[CH:26][C:27]([C:30]4[CH:39]=[N:38][C:37]5[C:32](=[CH:33][CH:34]=[C:35]([C:40]6[NH:44][C:43]([C@@H:53]7[CH2:57][CH2:56][CH2:55][NH:54]7)=[N:42][CH:41]=6)[CH:36]=5)[N:31]=4)=[CH:28][CH:29]=3)=[CH:22][N:23]=2)[CH2:16]1, predict the reactants needed to synthesize it. The reactants are: [CH3:1][O:2][C:3]([NH:5][C@@H:6]1[CH:14]2[C:15](=[O:65])[CH2:16][C@H:17]([C:19]3[NH:20][C:21]([C:24]4[CH:29]=[CH:28][C:27]([C:30]5[CH:39]=[N:38][C:37]6[C:32](=[CH:33][CH:34]=[C:35]([C:40]7[N:44](COCC[Si](C)(C)C)[C:43]([C@@H:53]8[CH2:57][CH2:56][CH2:55][N:54]8C(OC(C)(C)C)=O)=[N:42][CH:41]=7)[CH:36]=6)[N:31]=5)=[CH:26][CH:25]=4)=[CH:22][N:23]=3)[CH2:18][N:12]3[C:13]2=[C:9]([CH:10]=[CH:11]3)[CH2:8][CH2:7]1)=[O:4].[ClH:66].O1CCOCC1. (4) Given the product [O:1]1[CH:5]=[CH:4][C:3]([C:6]2[S:10][C:9]([NH2:11])=[N:8][C:7]=2[C:14]2[CH:19]=[CH:18][CH:17]=[CH:16][CH:15]=2)=[CH:2]1, predict the reactants needed to synthesize it. The reactants are: [O:1]1[CH:5]=[CH:4][C:3]([C:6]2[S:10][C:9]([NH:11]C=O)=[N:8][C:7]=2[C:14]2[CH:19]=[CH:18][CH:17]=[CH:16][CH:15]=2)=[CH:2]1. (5) Given the product [CH3:14][O:15][C:2]1[CH:10]=[CH:9][C:8]([N+:11]([O-:13])=[O:12])=[CH:7][C:3]=1[C:4]([OH:6])=[O:5], predict the reactants needed to synthesize it. The reactants are: Cl[C:2]1[CH:10]=[CH:9][C:8]([N+:11]([O-:13])=[O:12])=[CH:7][C:3]=1[C:4]([OH:6])=[O:5].[CH3:14][O-:15].[Na+]. (6) Given the product [F:16][C:12]1[CH:11]=[C:10]([C:8]2[N:9]=[C:2]3[NH:24][N:25]=[C:4]([NH2:5])[C:3]3=[CH:6][C:7]=2[C:17]2[CH:22]=[CH:21][N:20]=[CH:19][N:18]=2)[CH:15]=[CH:14][CH:13]=1, predict the reactants needed to synthesize it. The reactants are: Cl[C:2]1[N:9]=[C:8]([C:10]2[CH:15]=[CH:14][CH:13]=[C:12]([F:16])[CH:11]=2)[C:7]([C:17]2[CH:22]=[CH:21][N:20]=[CH:19][N:18]=2)=[CH:6][C:3]=1[C:4]#[N:5].O.[NH2:24][NH2:25]. (7) Given the product [O:18]1[CH:22]=[CH:21][CH:20]=[C:19]1[C:23]1[N:38]=[C:26]2[N:27]=[C:28]([N:32]3[CH2:37][CH2:36][N:35]([CH2:12][C:9]4[CH:8]=[C:7]([CH3:6])[O:11][N:10]=4)[CH2:34][CH2:33]3)[N:29]=[C:30]([NH2:31])[N:25]2[N:24]=1, predict the reactants needed to synthesize it. The reactants are: S([O-])(=O)(=O)C.[CH3:6][C:7]1[O:11][N:10]=[C:9]([CH2:12]OS(C)(=O)=O)[CH:8]=1.[O:18]1[CH:22]=[CH:21][CH:20]=[C:19]1[C:23]1[N:38]=[C:26]2[N:27]=[C:28]([N:32]3[CH2:37][CH2:36][NH:35][CH2:34][CH2:33]3)[N:29]=[C:30]([NH2:31])[N:25]2[N:24]=1.CCN(CC)CC. (8) The reactants are: [CH2:1]([C:3]1[S:39][C:6]2[N:7]([CH2:24][C:25]3[CH:30]=[CH:29][C:28]([C:31]4[C:32]([C:37]#[N:38])=[CH:33][CH:34]=[CH:35][CH:36]=4)=[CH:27][CH:26]=3)[C:8](=[O:23])[N:9]([CH2:12][C:13]([C:15]3[CH:20]=[CH:19][C:18]([O:21][CH3:22])=[CH:17][CH:16]=3)=O)[C:10](=[O:11])[C:5]=2[CH:4]=1)[CH3:2].[C:40]([O:43][CH2:44][CH2:45]P(OCC)(OCC)=O)(=[O:42])[CH3:41].[H-].[Na+].O. Given the product [C:37]([C:32]1[CH:33]=[CH:34][CH:35]=[CH:36][C:31]=1[C:28]1[CH:27]=[CH:26][C:25]([CH2:24][N:7]2[C:6]3[S:39][C:3]([CH2:1][CH3:2])=[CH:4][C:5]=3[C:10](=[O:11])[N:9]([CH2:12]/[C:13](/[C:15]3[CH:16]=[CH:17][C:18]([O:21][CH3:22])=[CH:19][CH:20]=3)=[CH:41]/[C:40]([O:43][CH2:44][CH3:45])=[O:42])[C:8]2=[O:23])=[CH:30][CH:29]=1)#[N:38], predict the reactants needed to synthesize it. (9) The reactants are: [NH2:1][C:2]1[C:3]([C:9]([NH:11][CH3:12])=[O:10])=[N:4][C:5](Br)=[CH:6][N:7]=1.CN(C)C=O.ClCCl.[NH2:21][C:22]1[CH:23]=[C:24](B(O)O)[CH:25]=[CH:26][CH:27]=1.C(N(CC)CC)C. Given the product [NH2:1][C:2]1[C:3]([C:9]([NH:11][CH3:12])=[O:10])=[N:4][C:5]([C:26]2[CH:25]=[CH:24][CH:23]=[C:22]([NH2:21])[CH:27]=2)=[CH:6][N:7]=1, predict the reactants needed to synthesize it. (10) Given the product [Cl:12][C:13]1[CH:14]=[C:15]2[C:16](=[CH:26][CH:27]=1)[C:17](=[O:18])[N:19]([CH:20]1[CH2:21][CH2:22][O:23][CH2:24][CH2:25]1)[CH2:29][CH2:28]2, predict the reactants needed to synthesize it. The reactants are: C1(C)C=CC(S(Cl)(=O)=O)=CC=1.[Cl:12][C:13]1[CH:27]=[CH:26][C:16]([C:17]([NH:19][CH:20]2[CH2:25][CH2:24][O:23][CH2:22][CH2:21]2)=[O:18])=[C:15]([CH2:28][CH2:29]O)[CH:14]=1.C(N(CC)CC)C.CO.